Dataset: Forward reaction prediction with 1.9M reactions from USPTO patents (1976-2016). Task: Predict the product of the given reaction. (1) Given the reactants [NH:1]1[CH2:4][CH:3]([C:5]2[CH:6]=[CH:7][C:8]3[O:17][CH2:16][CH2:15][C:14]4[N:10]([N:11]=[C:12]([C:18]5[N:19]([CH:23]([CH3:25])[CH3:24])[N:20]=[CH:21][N:22]=5)[CH:13]=4)[C:9]=3[CH:26]=2)[CH2:2]1.C(N(CC)CC)C.[CH3:34][S:35](Cl)(=[O:37])=[O:36], predict the reaction product. The product is: [CH:23]([N:19]1[C:18]([C:12]2[CH:13]=[C:14]3[N:10]([C:9]4[CH:26]=[C:5]([CH:3]5[CH2:2][N:1]([S:35]([CH3:34])(=[O:37])=[O:36])[CH2:4]5)[CH:6]=[CH:7][C:8]=4[O:17][CH2:16][CH2:15]3)[N:11]=2)=[N:22][CH:21]=[N:20]1)([CH3:24])[CH3:25]. (2) The product is: [C:15]([O:19][C:20]([N:22]1[CH2:23][CH:24]2[O:30][CH:28]([CH2:27][N:26]([CH2:2][CH2:3][NH:4][S:5]([C:8]3[CH:13]=[CH:12][C:11]([F:14])=[CH:10][CH:9]=3)(=[O:7])=[O:6])[CH2:25]2)[CH2:29]1)=[O:21])([CH3:18])([CH3:16])[CH3:17]. Given the reactants Br[CH2:2][CH2:3][NH:4][S:5]([C:8]1[CH:13]=[CH:12][C:11]([F:14])=[CH:10][CH:9]=1)(=[O:7])=[O:6].[C:15]([O:19][C:20]([N:22]1[CH2:29][CH:28]2[O:30][CH:24]([CH2:25][NH:26][CH2:27]2)[CH2:23]1)=[O:21])([CH3:18])([CH3:17])[CH3:16].C([O-])([O-])=O.[K+].[K+], predict the reaction product. (3) Given the reactants C(OC([N:8]([CH2:22][CH2:23][CH2:24][C:25]1[CH:30]=[CH:29][C:28]([C:31]#[C:32][Si:33]([CH3:36])([CH3:35])[CH3:34])=[CH:27][CH:26]=1)[C:9](=[O:21])[C@H:10]([CH2:12][NH:13]C(OC(C)(C)C)=O)[NH2:11])=O)(C)(C)C.[ClH:37], predict the reaction product. The product is: [Cl-:37].[Cl-:37].[O:21]=[C:9]([NH:8][CH2:22][CH2:23][CH2:24][C:25]1[CH:26]=[CH:27][C:28]([C:31]#[C:32][Si:33]([CH3:36])([CH3:35])[CH3:34])=[CH:29][CH:30]=1)[CH:10]([NH3+:11])[CH2:12][NH3+:13]. (4) Given the reactants [C:1]12([NH2:11])[CH2:10][CH:5]3[CH2:6][CH:7]([CH2:9][CH:3]([CH2:4]3)[CH2:2]1)[CH2:8]2.[C:12]1([C:18]#[C:19][CH:20]=O)[CH:17]=[CH:16][CH:15]=[CH:14][CH:13]=1, predict the reaction product. The product is: [C:12]1([C:18]#[C:19][CH2:20][NH:11][C:1]23[CH2:8][CH:7]4[CH2:6][CH:5]([CH2:4][CH:3]([CH2:9]4)[CH2:2]2)[CH2:10]3)[CH:17]=[CH:16][CH:15]=[CH:14][CH:13]=1. (5) Given the reactants [C:1]([O:9][C:10]1[C:11](=[O:40])[N:12]([CH3:39])[CH:13]=[C:14]([CH2:19][CH2:20][O:21][Si:22]([C:35]([CH3:38])([CH3:37])[CH3:36])([C:29]2[CH:34]=[CH:33][CH:32]=[CH:31][CH:30]=2)[C:23]2[CH:28]=[CH:27][CH:26]=[CH:25][CH:24]=2)[C:15]=1[C:16]([OH:18])=O)(=[O:8])[C:2]1[CH:7]=[CH:6][CH:5]=[CH:4][CH:3]=1.O.ON1C2C=CC=CC=2N=N1.Cl.C(N=C=NCCCN(C)C)C.CCN=C=NCCCN(C)C.[Cl:75][C:76]1[CH:77]=[C:78]([CH:81]=[CH:82][CH:83]=1)[CH2:79][NH2:80], predict the reaction product. The product is: [C:1]([O:9][C:10]1[C:11](=[O:40])[N:12]([CH3:39])[CH:13]=[C:14]([CH2:19][CH2:20][O:21][Si:22]([C:35]([CH3:36])([CH3:38])[CH3:37])([C:23]2[CH:24]=[CH:25][CH:26]=[CH:27][CH:28]=2)[C:29]2[CH:30]=[CH:31][CH:32]=[CH:33][CH:34]=2)[C:15]=1[C:16](=[O:18])[NH:80][CH2:79][C:78]1[CH:81]=[CH:82][CH:83]=[C:76]([Cl:75])[CH:77]=1)(=[O:8])[C:2]1[CH:3]=[CH:4][CH:5]=[CH:6][CH:7]=1. (6) Given the reactants [Br:1][C:2]1[CH:3]=[C:4]([CH:8]=[C:9]([Br:20])[C:10]=1[O:11][C:12]1[CH:17]=[CH:16][C:15]([O:18][CH3:19])=[CH:14][CH:13]=1)[CH:5]=[N:6][OH:7].[C:21]([O-])([O-])=O.[Cs+].[Cs+].[C:27]([O:30][CH2:31][CH3:32])(=[O:29])[CH3:28], predict the reaction product. The product is: [Br:1][C:2]1[CH:3]=[C:4]([CH:8]=[C:9]([Br:20])[C:10]=1[O:11][C:12]1[CH:17]=[CH:16][C:15]([O:18][CH3:19])=[CH:14][CH:13]=1)[CH:5]=[N:6][O:7][CH:28]([CH3:21])[C:27]([O:30][CH2:31][CH3:32])=[O:29].